Predict the product of the given reaction. From a dataset of Forward reaction prediction with 1.9M reactions from USPTO patents (1976-2016). The product is: [CH:5]12[CH2:11][CH:8]([CH2:9][CH2:10]1)[CH2:7][CH:6]2[NH:12][C:13]([C:15]1[C:19]([CH2:20][O:21][CH3:1])=[C:18]([O:22][C:23]2[CH:32]=[CH:31][C:30]3[C:25](=[CH:26][CH:27]=[CH:28][CH:29]=3)[CH:24]=2)[N:17]([C:33]2[CH:38]=[CH:37][CH:36]=[CH:35][C:34]=2[Cl:39])[N:16]=1)=[O:14]. Given the reactants [CH3:1]I.[H-].[Na+].[CH:5]12[CH2:11][CH:8]([CH2:9][CH2:10]1)[CH2:7][CH:6]2[NH:12][C:13]([C:15]1[C:19]([CH2:20][OH:21])=[C:18]([O:22][C:23]2[CH:32]=[CH:31][C:30]3[C:25](=[CH:26][CH:27]=[CH:28][CH:29]=3)[CH:24]=2)[N:17]([C:33]2[CH:38]=[CH:37][CH:36]=[CH:35][C:34]=2[Cl:39])[N:16]=1)=[O:14], predict the reaction product.